This data is from Forward reaction prediction with 1.9M reactions from USPTO patents (1976-2016). The task is: Predict the product of the given reaction. (1) Given the reactants C(OC([N:8]1[CH2:12][CH2:11][C@H:10]([O:13][C:14]2[CH:15]=[C:16]3[C:21](=[CH:22][CH:23]=2)[N:20]=[CH:19][CH:18]=[C:17]3[C:24]2[CH:25]=[N:26][C:27]([O:31][CH3:32])=[C:28]([Cl:30])[CH:29]=2)[CH2:9]1)=O)(C)(C)C.C(O)(C(F)(F)F)=O, predict the reaction product. The product is: [Cl:30][C:28]1[CH:29]=[C:24]([C:17]2[C:16]3[C:21](=[CH:22][CH:23]=[C:14]([O:13][C@H:10]4[CH2:11][CH2:12][NH:8][CH2:9]4)[CH:15]=3)[N:20]=[CH:19][CH:18]=2)[CH:25]=[N:26][C:27]=1[O:31][CH3:32]. (2) Given the reactants F[C:2]1[CH:7]=[C:6]([F:8])[CH:5]=[CH:4][C:3]=1[C:9]1[N:14]=[CH:13][N:12]=[C:11]([NH:15][C:16]2[CH:21]=[CH:20][CH:19]=[C:18]([CH2:22][S:23]([CH3:26])(=[O:25])=[O:24])[CH:17]=2)[N:10]=1.[CH:27]1([CH2:33][OH:34])[CH2:32][CH2:31][CH2:30][CH2:29][CH2:28]1, predict the reaction product. The product is: [CH:27]1([CH2:33][O:34][C:2]2[CH:7]=[C:6]([F:8])[CH:5]=[CH:4][C:3]=2[C:9]2[N:14]=[CH:13][N:12]=[C:11]([NH:15][C:16]3[CH:21]=[CH:20][CH:19]=[C:18]([CH2:22][S:23]([CH3:26])(=[O:25])=[O:24])[CH:17]=3)[N:10]=2)[CH2:32][CH2:31][CH2:30][CH2:29][CH2:28]1. (3) Given the reactants [F:1][C:2]1[CH:3]=[C:4]([NH:21][C:22]([C:24]2[C:25](=[O:40])[N:26]([C:34]3[CH:39]=[CH:38][CH:37]=[CH:36][CH:35]=3)[N:27]([CH2:30][CH:31]([OH:33])[CH3:32])[C:28]=2[CH3:29])=[O:23])[CH:5]=[CH:6][C:7]=1[O:8][C:9]1[C:18]2[C:13](=[CH:14][C:15]([O:19][CH3:20])=[CH:16][CH:17]=2)[N:12]=[CH:11][CH:10]=1.[CH3:41][N:42]([CH3:47])[CH2:43][C:44](O)=[O:45].C(Cl)CCl, predict the reaction product. The product is: [CH3:41][N:42]([CH3:47])[CH2:43][C:44]([O:33][C@@H:31]([CH3:32])[CH2:30][N:27]1[C:28]([CH3:29])=[C:24]([C:22](=[O:23])[NH:21][C:4]2[CH:5]=[CH:6][C:7]([O:8][C:9]3[C:18]4[C:13](=[CH:14][C:15]([O:19][CH3:20])=[CH:16][CH:17]=4)[N:12]=[CH:11][CH:10]=3)=[C:2]([F:1])[CH:3]=2)[C:25](=[O:40])[N:26]1[C:34]1[CH:35]=[CH:36][CH:37]=[CH:38][CH:39]=1)=[O:45].